This data is from Forward reaction prediction with 1.9M reactions from USPTO patents (1976-2016). The task is: Predict the product of the given reaction. Given the reactants [CH3:1][C:2]1([CH3:25])[C:6]2[C:7]([O:11][C:12]3[N:17]=[CH:16][C:15]([NH:18][C:19](=[O:24])[C:20]([CH3:23])([CH3:22])[NH2:21])=[CH:14][CH:13]=3)=[CH:8][CH:9]=[CH:10][C:5]=2[O:4][CH2:3]1.C(N(CC)CC)C.Cl[C:34](Cl)([O:36]C(=O)OC(Cl)(Cl)Cl)Cl.C([O-])(O)=O.[Na+], predict the reaction product. The product is: [CH3:1][C:2]1([CH3:25])[C:6]2[C:7]([O:11][C:12]3[N:17]=[CH:16][C:15]([N:18]4[C:19](=[O:24])[C:20]([CH3:23])([CH3:22])[NH:21][C:34]4=[O:36])=[CH:14][CH:13]=3)=[CH:8][CH:9]=[CH:10][C:5]=2[O:4][CH2:3]1.